From a dataset of Full USPTO retrosynthesis dataset with 1.9M reactions from patents (1976-2016). Predict the reactants needed to synthesize the given product. (1) Given the product [CH3:22][CH:23]([CH2:28][C:29]([CH3:32])([CH3:31])[CH3:30])[CH2:24][C:25]([NH:14][C:13]1[CH:15]=[CH:16][N:9]([C@@H:1]2[O:8][C@H:5]([CH2:6][OH:7])[C@@H:3]([OH:4])[CH2:2]2)[C:10](=[O:11])[N:12]=1)=[O:26], predict the reactants needed to synthesize it. The reactants are: [C@@H:1]1([N:9]2[CH:16]=[CH:15][C:13]([NH2:14])=[N:12][C:10]2=[O:11])[O:8][C@H:5]([CH2:6][OH:7])[C@@H:3]([OH:4])[CH2:2]1.C[Si](Cl)(C)C.[CH3:22][CH:23]([CH2:28][C:29]([CH3:32])([CH3:31])[CH3:30])[CH2:24][C:25](Cl)=[O:26].N. (2) Given the product [Br:23][C:20]1[CH:21]=[CH:22][C:17]([S:14]([CH2:13][C:7]([C:6]2[CH:5]=[CH:4][C:3]([C:1]#[N:2])=[CH:12][CH:11]=2)=[O:9])(=[O:16])=[O:15])=[CH:18][CH:19]=1, predict the reactants needed to synthesize it. The reactants are: [C:1]([C:3]1[CH:12]=[CH:11][C:6]([C:7]([O:9]C)=O)=[CH:5][CH:4]=1)#[N:2].[CH3:13][S:14]([C:17]1[CH:22]=[CH:21][C:20]([Br:23])=[CH:19][CH:18]=1)(=[O:16])=[O:15].[H-].[Na+]. (3) Given the product [CH2:1]([CH:8]1[CH2:12][O:11][C:10](=[O:13])[N:9]1[C:14](=[O:37])[CH:15]([C:20]1[CH:21]=[C:22]([C:27]2[CH:28]=[CH:29][C:30]([C:33]([F:34])([F:36])[F:35])=[CH:31][CH:32]=2)[CH:23]=[C:24]([O:26][CH2:39][C:40]2[CH:45]=[CH:44][C:43]([F:46])=[CH:42][C:41]=2[C:47]([F:49])([F:48])[F:50])[CH:25]=1)[CH2:16][CH:17]([CH3:19])[CH3:18])[C:2]1[CH:7]=[CH:6][CH:5]=[CH:4][CH:3]=1, predict the reactants needed to synthesize it. The reactants are: [CH2:1]([CH:8]1[CH2:12][O:11][C:10](=[O:13])[N:9]1[C:14](=[O:37])[CH:15]([C:20]1[CH:21]=[C:22]([C:27]2[CH:32]=[CH:31][C:30]([C:33]([F:36])([F:35])[F:34])=[CH:29][CH:28]=2)[CH:23]=[C:24]([OH:26])[CH:25]=1)[CH2:16][CH:17]([CH3:19])[CH3:18])[C:2]1[CH:7]=[CH:6][CH:5]=[CH:4][CH:3]=1.Br[CH2:39][C:40]1[CH:45]=[CH:44][C:43]([F:46])=[CH:42][C:41]=1[C:47]([F:50])([F:49])[F:48].C([O-])([O-])=O.[Cs+].[Cs+]. (4) Given the product [OH:8][CH2:9][CH2:10][O:11][C:12]([C:14]1[CH:19]=[CH:18][C:17]([C:20]2[CH:21]=[C:22]([OH:34])[CH:23]=[C:24]([OH:26])[CH:25]=2)=[CH:16][CH:15]=1)=[O:13], predict the reactants needed to synthesize it. The reactants are: C([O:8][CH2:9][CH2:10][O:11][C:12]([C:14]1[CH:19]=[CH:18][C:17]([C:20]2[CH:25]=[C:24]([O:26]CC3C=CC=CC=3)[CH:23]=[C:22]([O:34]CC3C=CC=CC=3)[CH:21]=2)=[CH:16][CH:15]=1)=[O:13])C1C=CC=CC=1.C. (5) Given the product [CH3:43][N:44]([CH2:45][CH2:46][CH3:47])[C:7]([C:5]1[CH:6]=[N:1][CH:2]=[C:3]([CH:4]=1)[C:10]([OH:12])=[O:11])=[O:9], predict the reactants needed to synthesize it. The reactants are: [N:1]1[CH:6]=[C:5]([C:7]([OH:9])=O)[CH:4]=[C:3]([C:10]([OH:12])=[O:11])[CH:2]=1.C(N(C(C)C)CC)(C)C.C1C=CC(C(Cl)(C2C(Cl)=CC=CC=2)C2C=CC=CC=2)=CC=1.[CH3:43][NH:44][CH2:45][CH2:46][CH3:47].F[P-](F)(F)(F)(F)F.N1(O[P+](N2CCCC2)(N2CCCC2)N2CCCC2)C2C=CC=CC=2N=N1. (6) Given the product [C:36]([O:40][C:41]([NH:43][C:44](=[NH:45])[NH:46][C:10](=[O:12])[CH2:9][CH2:8][C@H:7]([NH:13][C:14]([C:16]1[CH:17]=[CH:18][C:19]([CH:22]([C:23]2[CH:28]=[CH:27][CH:26]=[CH:25][CH:24]=2)[C:29]2[CH:30]=[CH:31][CH:32]=[CH:33][CH:34]=2)=[CH:20][CH:21]=1)=[O:15])[C:6]([O:5][C:1]([CH3:3])([CH3:2])[CH3:4])=[O:35])=[O:42])([CH3:39])([CH3:37])[CH3:38], predict the reactants needed to synthesize it. The reactants are: [C:1]([O:5][C:6](=[O:35])[C@@H:7]([NH:13][C:14]([C:16]1[CH:21]=[CH:20][C:19]([CH:22]([C:29]2[CH:34]=[CH:33][CH:32]=[CH:31][CH:30]=2)[C:23]2[CH:28]=[CH:27][CH:26]=[CH:25][CH:24]=2)=[CH:18][CH:17]=1)=[O:15])[CH2:8][CH2:9][C:10]([OH:12])=O)([CH3:4])([CH3:3])[CH3:2].[C:36]([O:40][C:41]([NH:43][C:44]([NH2:46])=[NH:45])=[O:42])([CH3:39])([CH3:38])[CH3:37].C(N(C(C)C)CC)(C)C.CN(C(ON1N=NC2C=CC=CC1=2)=[N+](C)C)C.F[P-](F)(F)(F)(F)F. (7) Given the product [CH3:3][C:4]1[N:8]([CH2:9][CH2:10][C:11]2[CH:12]=[CH:13][C:14]([O:17][CH2:18][CH2:19][CH2:20][CH2:21][CH2:22][CH2:23][CH2:24][CH2:25][CH2:26][CH2:27][CH3:28])=[CH:15][CH:16]=2)[C:7]([C:29]2[CH:46]=[CH:45][C:32]([O:33][C@H:34]([CH2:38][C:39]3[CH:40]=[CH:41][CH:42]=[CH:43][CH:44]=3)[C:35]([O-:37])=[O:36])=[CH:31][CH:30]=2)=[CH:6][CH:5]=1.[Na+:2], predict the reactants needed to synthesize it. The reactants are: [OH-].[Na+:2].[CH3:3][C:4]1[N:8]([CH2:9][CH2:10][C:11]2[CH:16]=[CH:15][C:14]([O:17][CH2:18][CH2:19][CH2:20][CH2:21][CH2:22][CH2:23][CH2:24][CH2:25][CH2:26][CH2:27][CH3:28])=[CH:13][CH:12]=2)[C:7]([C:29]2[CH:46]=[CH:45][C:32]([O:33][C@H:34]([CH2:38][C:39]3[CH:44]=[CH:43][CH:42]=[CH:41][CH:40]=3)[C:35]([OH:37])=[O:36])=[CH:31][CH:30]=2)=[CH:6][CH:5]=1.